From a dataset of Ames mutagenicity test results for genotoxicity prediction. Regression/Classification. Given a drug SMILES string, predict its toxicity properties. Task type varies by dataset: regression for continuous values (e.g., LD50, hERG inhibition percentage) or binary classification for toxic/non-toxic outcomes (e.g., AMES mutagenicity, cardiotoxicity, hepatotoxicity). Dataset: ames. (1) The drug is COC(=O)C1=C(C)N=C(C)C(=C(O)OCCc2ccc(N3CCN(C(c4ccccc4)c4ccccc4)CC3)cc2)C1c1cccc([N+](=O)[O-])c1. The result is 0 (non-mutagenic). (2) The result is 1 (mutagenic). The molecule is O=NN1CCN(N=O)CC1.